This data is from Full USPTO retrosynthesis dataset with 1.9M reactions from patents (1976-2016). The task is: Predict the reactants needed to synthesize the given product. (1) Given the product [Br:1][C:2]1[CH:7]=[CH:6][C:5]([CH2:8][NH:9][C:18]2[N:33]=[CH:32][C:31]([C:34]([F:36])([F:37])[F:35])=[CH:30][C:19]=2[C:20]([NH:22][C:23]2[CH:28]=[CH:27][C:26]([F:29])=[CH:25][CH:24]=2)=[O:21])=[CH:4][CH:3]=1, predict the reactants needed to synthesize it. The reactants are: [Br:1][C:2]1[CH:7]=[CH:6][C:5]([CH2:8][NH2:9])=[CH:4][CH:3]=1.CCN(CC)CC.Cl[C:18]1[N:33]=[CH:32][C:31]([C:34]([F:37])([F:36])[F:35])=[CH:30][C:19]=1[C:20]([NH:22][C:23]1[CH:28]=[CH:27][C:26]([F:29])=[CH:25][CH:24]=1)=[O:21]. (2) Given the product [C:1]([OH:6])(=[O:5])[C:2]([OH:4])=[O:3].[Cl:7][C:8]1[CH:9]=[CH:10][C:11]([NH:12][C:13]2[C:22]3[C:17](=[CH:18][CH:19]=[CH:20][CH:21]=3)[C:16]([CH2:23][C:24]3[CH:29]=[CH:28][N:27]=[CH:26][CH:25]=3)=[N:15][N:14]=2)=[CH:30][CH:31]=1, predict the reactants needed to synthesize it. The reactants are: [C:1]([OH:6])(=[O:5])[C:2]([OH:4])=[O:3].[Cl:7][C:8]1[CH:31]=[CH:30][C:11]([NH:12][C:13]2[C:22]3[C:17](=[CH:18][CH:19]=[CH:20][CH:21]=3)[C:16]([CH2:23][C:24]3[CH:29]=[CH:28][N:27]=[CH:26][CH:25]=3)=[N:15][N:14]=2)=[CH:10][CH:9]=1. (3) Given the product [CH3:13][C:14]([C@:16]1([O:44][C:1]([CH3:2])=[O:3])[C@@:20]2([CH3:43])[CH2:21][C@H:22]([C:34]3[CH:39]=[CH:38][C:37]([N:40]([CH3:42])[CH3:41])=[CH:36][CH:35]=3)[C:23]3[C@H:33]([C@@H:19]2[CH2:18][CH2:17]1)[CH2:32][CH2:31][C:30]1[C:24]=3[CH2:25][CH2:26][C:27]([CH:29]=1)=[O:28])=[O:15], predict the reactants needed to synthesize it. The reactants are: [C:1](OC(=O)C)(=[O:3])[CH3:2].Cl(O)(=O)(=O)=O.[CH3:13][C:14]([C@:16]1([OH:44])[C@@:20]2([CH3:43])[CH2:21][C@H:22]([C:34]3[CH:35]=[CH:36][C:37]([N:40]([CH3:42])[CH3:41])=[CH:38][CH:39]=3)[C:23]3[C@H:33]([C@@H:19]2[CH2:18][CH2:17]1)[CH2:32][CH2:31][C:30]1[C:24]=3[CH2:25][CH2:26][C:27]([CH:29]=1)=[O:28])=[O:15].C(=O)(O)[O-].[Na+]. (4) Given the product [N:15]1([C:20]2[CH:21]=[CH:22][C:23]([C:24]([N:1]3[CH2:3][CH:2]3[C:4]([O:6][CH3:7])=[O:5])=[O:25])=[CH:27][CH:28]=2)[CH:19]=[CH:18][N:17]=[N:16]1, predict the reactants needed to synthesize it. The reactants are: [NH:1]1[CH2:3][CH:2]1[C:4]([O:6][CH3:7])=[O:5].CCN(CC)CC.[N:15]1([C:20]2[CH:28]=[CH:27][C:23]([C:24](Cl)=[O:25])=[CH:22][CH:21]=2)[CH:19]=[CH:18][N:17]=[N:16]1. (5) Given the product [CH3:19][O:18][C:13]1[CH:14]=[CH:15][CH:16]=[CH:17][C:12]=1[O:11][CH2:10][CH2:9][NH2:8], predict the reactants needed to synthesize it. The reactants are: Cl.C(OC(=O)[NH:8][CH2:9][CH2:10][O:11][C:12]1[CH:17]=[CH:16][CH:15]=[CH:14][C:13]=1[O:18][CH3:19])(C)(C)C. (6) Given the product [Cl:16][C:15]1[C:10]([CH2:9][OH:8])=[N:11][CH:12]=[C:13]([C:17]2[CH:18]([CH3:30])[CH2:19][N:20]([C:23]([O:25][C:26]([CH3:27])([CH3:28])[CH3:29])=[O:24])[CH2:21][CH:22]=2)[CH:14]=1, predict the reactants needed to synthesize it. The reactants are: [Si]([O:8][CH2:9][C:10]1[C:15]([Cl:16])=[CH:14][C:13]([C:17]2[CH:18]([CH3:30])[CH2:19][N:20]([C:23]([O:25][C:26]([CH3:29])([CH3:28])[CH3:27])=[O:24])[CH2:21][CH:22]=2)=[CH:12][N:11]=1)(C(C)(C)C)(C)C.[F-].C([N+](CCCC)(CCCC)CCCC)CCC.O1CCCC1.C(OCC)(=O)C. (7) Given the product [CH2:8]([O:15][C:4](=[O:5])[CH2:3][CH2:2][C:1]([OH:6])=[O:7])[C:9]1[CH:14]=[CH:13][CH:12]=[CH:11][CH:10]=1, predict the reactants needed to synthesize it. The reactants are: [C:1]1(=[O:7])[O:6][C:4](=[O:5])[CH2:3][CH2:2]1.[CH2:8]([OH:15])[C:9]1[CH:14]=[CH:13][CH:12]=[CH:11][CH:10]=1. (8) Given the product [CH2:20]([NH:22][NH:23][C:3](=[NH:13])[C:4]1[CH:9]=[CH:8][CH:7]=[N:6][CH:5]=1)[CH3:21], predict the reactants needed to synthesize it. The reactants are: Cl.Cl.[C:3](=[NH:13])(OCC)[C:4]1[CH:9]=[CH:8][CH:7]=[N:6][CH:5]=1.C(O)(=O)C(O)=O.[CH2:20]([NH:22][NH2:23])[CH3:21]. (9) Given the product [N:1]1[CH:6]=[CH:5][CH:4]=[C:3]([CH2:7][NH:8][C:9]([C:11]2[S:15][C:14]([C:16]3[CH:20]=[CH:19][N:18]([CH2:23][C:24]4[CH:25]=[CH:26][C:27]([S:30]([CH3:33])(=[O:32])=[O:31])=[CH:28][CH:29]=4)[N:17]=3)=[N:13][C:12]=2[CH3:21])=[O:10])[CH:2]=1, predict the reactants needed to synthesize it. The reactants are: [N:1]1[CH:6]=[CH:5][CH:4]=[C:3]([CH2:7][NH:8][C:9]([C:11]2[S:15][C:14]([C:16]3[NH:17][N:18]=[CH:19][CH:20]=3)=[N:13][C:12]=2[CH3:21])=[O:10])[CH:2]=1.Br[CH2:23][C:24]1[CH:29]=[CH:28][C:27]([S:30]([CH3:33])(=[O:32])=[O:31])=[CH:26][CH:25]=1.